From a dataset of Forward reaction prediction with 1.9M reactions from USPTO patents (1976-2016). Predict the product of the given reaction. (1) Given the reactants [CH3:1][O:2][C:3]1[CH:4]=[C:5]([CH:23]=[CH:24][C:25]=1[O:26][CH3:27])[CH2:6][CH:7]1[C:16]2[C:11](=[CH:12][C:13]([O:21][CH3:22])=[C:14]([O:19][CH3:20])[C:15]=2[O:17][CH3:18])[CH2:10][CH2:9][NH:8]1.Br[CH2:29][C:30](Br)=[O:31].[CH2:33]([NH:40][CH3:41])[C:34]1[CH:39]=[CH:38][CH:37]=[CH:36][CH:35]=1, predict the reaction product. The product is: [CH3:1][O:2][C:3]1[CH:4]=[C:5]([CH:23]=[CH:24][C:25]=1[O:26][CH3:27])[CH2:6][CH:7]1[C:16]2[C:11](=[CH:12][C:13]([O:21][CH3:22])=[C:14]([O:19][CH3:20])[C:15]=2[O:17][CH3:18])[CH2:10][CH2:9][N:8]1[CH2:29][C:30]([N:40]([CH2:33][C:34]1[CH:39]=[CH:38][CH:37]=[CH:36][CH:35]=1)[CH3:41])=[O:31]. (2) Given the reactants [O:1]1[C:5]2[CH:6]=[CH:7][C:8]([CH:10]=[CH:11][C:12]([OH:14])=O)=[CH:9][C:4]=2[O:3][CH2:2]1.C[N:16](C)C=O.N, predict the reaction product. The product is: [O:1]1[C:5]2[CH:6]=[CH:7][C:8]([CH:10]=[CH:11][C:12]([NH2:16])=[O:14])=[CH:9][C:4]=2[O:3][CH2:2]1. (3) Given the reactants C[O:2][C:3]1[CH:8]=[CH:7][C:6]([C:9]2[N:10]=[C:11]3[C:16](=[C:17]4[C:22]=2[CH:21]=[CH:20][CH:19]=[CH:18]4)[CH:15]=[CH:14][CH:13]=[CH:12]3)=[CH:5][CH:4]=1.Br.C([O-])([O-])=O.[Na+].[Na+], predict the reaction product. The product is: [CH:15]1[C:16]2[C:11](=[N:10][C:9]([C:6]3[CH:5]=[CH:4][C:3]([OH:2])=[CH:8][CH:7]=3)=[C:22]3[C:17]=2[CH:18]=[CH:19][CH:20]=[CH:21]3)[CH:12]=[CH:13][CH:14]=1. (4) Given the reactants [CH3:1][Li].[OH:3][CH:4]1[CH2:9][CH2:8][CH:7]([C:10]([OH:12])=O)[CH2:6][CH2:5]1, predict the reaction product. The product is: [OH:3][CH:4]1[CH2:5][CH2:6][CH:7]([C:10](=[O:12])[CH3:1])[CH2:8][CH2:9]1.